Task: Predict the reactants needed to synthesize the given product.. Dataset: Full USPTO retrosynthesis dataset with 1.9M reactions from patents (1976-2016) (1) Given the product [CH2:15]([O:14][C:12]([N:8]1[C:9]2[C:5](=[CH:4][CH:3]=[C:2]([Cl:1])[CH:10]=2)[CH:6]=[CH:7]1)=[O:13])[CH3:16], predict the reactants needed to synthesize it. The reactants are: [Cl:1][C:2]1[CH:10]=[C:9]2[C:5]([CH:6]=[CH:7][NH:8]2)=[CH:4][CH:3]=1.Cl[C:12]([O:14][CH2:15][CH3:16])=[O:13]. (2) Given the product [ClH:35].[CH2:24]([O:23][C@H:20]1[CH2:21][CH2:22][C@H:17]([N:14]2[CH2:13][CH2:12][CH:11]([N:10]3[C:3]4[CH:4]=[C:5]([C:6]#[N:7])[CH:8]=[CH:9][C:2]=4[NH:1][C:36]3=[O:38])[CH2:16][CH2:15]2)[CH2:18][CH2:19]1)[CH3:25], predict the reactants needed to synthesize it. The reactants are: [NH2:1][C:2]1[CH:9]=[CH:8][C:5]([C:6]#[N:7])=[CH:4][C:3]=1[NH:10][CH:11]1[CH2:16][CH2:15][N:14]([C@H:17]2[CH2:22][CH2:21][C@H:20]([O:23][CH2:24][CH3:25])[CH2:19][CH2:18]2)[CH2:13][CH2:12]1.C(N(C(C)C)CC)(C)C.[Cl:35][C:36](Cl)([O:38]C(=O)OC(Cl)(Cl)Cl)Cl.C([O-])([O-])=O.[Na+].[Na+]. (3) Given the product [F:23][CH:24]([F:27])[CH2:25][NH:26][CH:11]1[CH2:10][CH2:9][C:8]2[CH:15]=[C:4]([N+:1]([O-:3])=[O:2])[CH:5]=[CH:6][C:7]=2[CH2:13][CH2:12]1, predict the reactants needed to synthesize it. The reactants are: [N+:1]([C:4]1[CH:5]=[CH:6][C:7]2[CH2:13][CH2:12][C:11](=O)[CH2:10][CH2:9][C:8]=2[CH:15]=1)([O-:3])=[O:2].C(Cl)Cl.C(O)(=O)C.[F:23][CH:24]([F:27])[CH2:25][NH2:26].C(O[BH-](OC(=O)C)OC(=O)C)(=O)C.[Na+]. (4) Given the product [C:38]([O:42][C:43]([N:45]1[CH2:46][CH2:47][CH:48]([CH2:51][N:52]([CH2:53][C@H:54]2[C:59](=[O:60])[NH:58][C@@H:57]([CH2:61][C:62]3[CH:71]=[CH:70][C:69]4[C:64](=[CH:65][CH:66]=[CH:67][CH:68]=4)[CH:63]=3)[C:56](=[O:72])[N:55]2[CH2:73][C:74]2[CH:75]=[CH:76][C:77]([C:80]3[CH:85]=[CH:84][CH:83]=[CH:82][CH:81]=3)=[CH:78][CH:79]=2)[C:11](=[O:13])[CH2:10][C:9]([NH:8][C:6]([O:5][C:1]([CH3:2])([CH3:3])[CH3:4])=[O:7])([CH3:15])[CH3:14])[CH2:49][CH2:50]1)=[O:44])([CH3:41])([CH3:39])[CH3:40], predict the reactants needed to synthesize it. The reactants are: [C:1]([O:5][C:6]([NH:8][C:9]([CH3:15])([CH3:14])[CH2:10][C:11]([OH:13])=O)=[O:7])([CH3:4])([CH3:3])[CH3:2].ON1C2N=CC=CC=2N=N1.Cl.C(N=C=NCCCN(C)C)C.[C:38]([O:42][C:43]([N:45]1[CH2:50][CH2:49][CH:48]([CH2:51][NH:52][CH2:53][C@H:54]2[C:59](=[O:60])[NH:58][C@@H:57]([CH2:61][C:62]3[CH:71]=[CH:70][C:69]4[C:64](=[CH:65][CH:66]=[CH:67][CH:68]=4)[CH:63]=3)[C:56](=[O:72])[N:55]2[CH2:73][C:74]2[CH:79]=[CH:78][C:77]([C:80]3[CH:85]=[CH:84][CH:83]=[CH:82][CH:81]=3)=[CH:76][CH:75]=2)[CH2:47][CH2:46]1)=[O:44])([CH3:41])([CH3:40])[CH3:39].C(N(C(C)C)C(C)C)C.S([O-])(O)(=O)=O.[Na+]. (5) Given the product [Cl:19][C:20]1[C:21]([O:8][C:6]2[CH:7]=[C:2]([F:1])[C:3]([C:15]([F:16])([F:18])[F:17])=[CH:4][C:5]=2[C:9]2[CH:14]=[CH:13][N:12]=[N:11][CH:10]=2)=[CH:22][C:23]([F:28])=[C:24]([CH:27]=1)[C:25]#[N:26], predict the reactants needed to synthesize it. The reactants are: [F:1][C:2]1[C:3]([C:15]([F:18])([F:17])[F:16])=[CH:4][C:5]([C:9]2[CH:14]=[CH:13][N:12]=[N:11][CH:10]=2)=[C:6]([OH:8])[CH:7]=1.[Cl:19][C:20]1[C:21](F)=[CH:22][C:23]([F:28])=[C:24]([CH:27]=1)[C:25]#[N:26].C(=O)([O-])[O-].[K+].[K+].